Dataset: Peptide-MHC class I binding affinity with 185,985 pairs from IEDB/IMGT. Task: Regression. Given a peptide amino acid sequence and an MHC pseudo amino acid sequence, predict their binding affinity value. This is MHC class I binding data. (1) The peptide sequence is FFKQTFGSL. The MHC is HLA-B08:01 with pseudo-sequence HLA-B08:01. The binding affinity (normalized) is 1.00. (2) The peptide sequence is RLFNANAEEYHALSA. The MHC is HLA-B35:03 with pseudo-sequence HLA-B35:03. The binding affinity (normalized) is 0. (3) The peptide sequence is NPFMIEGLM. The MHC is HLA-B35:01 with pseudo-sequence HLA-B35:01. The binding affinity (normalized) is 0.535. (4) The peptide sequence is LVAPHMAMM. The MHC is HLA-A02:03 with pseudo-sequence HLA-A02:03. The binding affinity (normalized) is 0.349.